Dataset: Catalyst prediction with 721,799 reactions and 888 catalyst types from USPTO. Task: Predict which catalyst facilitates the given reaction. (1) Product: [CH3:9][O:8][C:5]1[N:4]=[N:3][C:2]([NH:1][C:26](=[O:27])[O:25][C:19]2[CH:24]=[CH:23][CH:22]=[CH:21][CH:20]=2)=[CH:7][CH:6]=1. The catalyst class is: 1. Reactant: [NH2:1][C:2]1[N:3]=[N:4][C:5]([O:8][CH3:9])=[CH:6][CH:7]=1.CC#N.N1C=CC=CC=1.[C:19]1([O:25][C:26](Cl)=[O:27])[CH:24]=[CH:23][CH:22]=[CH:21][CH:20]=1. (2) Reactant: C([O:3][C:4]([C:6]1[CH:10]=[C:9]([Br:11])[N:8]([C:12]2[CH:17]=[CH:16][CH:15]=[CH:14][CH:13]=2)[C:7]=1[CH2:18][N:19](C(OC(C)(C)C)=O)[CH2:20][C:21]([O:23][CH2:24][CH3:25])=[O:22])=O)C.CC(C)([O-])C.[K+].C(OC(C1N(C(OC(C)(C)C)=O)CC2N(C3C=CC=CC=3)C(Br)=CC=2C1=O)=O)C.FC(F)(F)C(O)=O. Product: [CH2:24]([O:23][C:21]([C:20]1[C:4]([OH:3])=[C:6]2[CH:10]=[C:9]([Br:11])[N:8]([C:12]3[CH:17]=[CH:16][CH:15]=[CH:14][CH:13]=3)[C:7]2=[CH:18][N:19]=1)=[O:22])[CH3:25]. The catalyst class is: 217. (3) Reactant: [N:1]1([S:5]([NH:8][C:9](=[O:39])[C:10]2[CH:15]=[C:14]([Cl:16])[C:13]([O:17][CH2:18][C:19]34[CH2:28][CH:23]5[CH2:24][CH:25]([CH2:27][C:21]([CH2:29][O:30][Si](C(C)(C)C)(C)C)([CH2:22]5)[CH2:20]3)[CH2:26]4)=[CH:12][C:11]=2[F:38])(=[O:7])=[O:6])[CH2:4][CH2:3][CH2:2]1.[F-].C([N+](CCCC)(CCCC)CCCC)CCC. Product: [N:1]1([S:5]([NH:8][C:9](=[O:39])[C:10]2[CH:15]=[C:14]([Cl:16])[C:13]([O:17][CH2:18][C:19]34[CH2:28][CH:23]5[CH2:24][CH:25]([CH2:27][C:21]([CH2:29][OH:30])([CH2:22]5)[CH2:20]3)[CH2:26]4)=[CH:12][C:11]=2[F:38])(=[O:7])=[O:6])[CH2:4][CH2:3][CH2:2]1. The catalyst class is: 7. (4) Reactant: [CH3:1][O:2][C:3]1[C:8]([C:9]2[CH:14]=[CH:13][C:12]([S:15](=[O:18])(=[O:17])[NH2:16])=[CH:11][CH:10]=2)=[CH:7][C:6]([C:19]2[N:23]([CH3:24])[C:22]([C:25]([O:27]C)=[O:26])=[CH:21][C:20]=2[CH3:29])=[CH:5][CH:4]=1.[OH-].[Na+]. Product: [CH3:1][O:2][C:3]1[C:8]([C:9]2[CH:14]=[CH:13][C:12]([S:15](=[O:18])(=[O:17])[NH2:16])=[CH:11][CH:10]=2)=[CH:7][C:6]([C:19]2[N:23]([CH3:24])[C:22]([C:25]([OH:27])=[O:26])=[CH:21][C:20]=2[CH3:29])=[CH:5][CH:4]=1. The catalyst class is: 8. (5) Reactant: [Cl:1][C:2]1[CH:3]=[C:4]([NH:8][C:9]2[C:14]3[N:15]=[CH:16][N:17]([CH3:18])[C:13]=3[C:12]([C:19]([O:21]CC)=[O:20])=[CH:11][N:10]=2)[CH:5]=[CH:6][CH:7]=1.C(O)C.[OH-].[Na+].Cl. Product: [Cl:1][C:2]1[CH:3]=[C:4]([NH:8][C:9]2[C:14]3[N:15]=[CH:16][N:17]([CH3:18])[C:13]=3[C:12]([C:19]([OH:21])=[O:20])=[CH:11][N:10]=2)[CH:5]=[CH:6][CH:7]=1. The catalyst class is: 6.